Task: Predict the reaction yield, written as a fraction of the theoretical maximum amount of product (1.0 means a 100% yield; for example, 0.34 means a 34% yield).. Dataset: Reaction yield outcomes from USPTO patents with 853,638 reactions (1) The reactants are Br[C:2]1[CH:3]=[N:4][CH:5]=[C:6]2[C:11]=1[N:10]=[C:9]([C:12]([NH:14][CH2:15][CH2:16][S:17]([CH3:20])(=[O:19])=[O:18])=[O:13])[CH:8]=[CH:7]2.[F:21][C:22]1[CH:23]=[C:24](B(O)O)[CH:25]=[CH:26][CH:27]=1.C(=O)([O-])[O-].[Cs+].[Cs+]. The catalyst is O1CCOCC1.O.C1(P([C-]2C=CC=C2)C2C=CC=CC=2)C=CC=CC=1.[C-]1(P(C2C=CC=CC=2)C2C=CC=CC=2)C=CC=C1.[Fe+2].[Pd](Cl)Cl. The product is [F:21][C:22]1[CH:27]=[C:26]([C:2]2[CH:3]=[N:4][CH:5]=[C:6]3[C:11]=2[N:10]=[C:9]([C:12]([NH:14][CH2:15][CH2:16][S:17]([CH3:20])(=[O:19])=[O:18])=[O:13])[CH:8]=[CH:7]3)[CH:25]=[CH:24][CH:23]=1. The yield is 0.990. (2) The reactants are [Cl:1][S:2]([OH:5])(=O)=[O:3].[Cl:6][C:7]1[CH:21]=[CH:20][C:10]([C:11]([NH:13][CH2:14][C:15]2[S:16][CH:17]=[CH:18][CH:19]=2)=[O:12])=[CH:9][CH:8]=1. The catalyst is C(Cl)Cl. The product is [Cl:6][C:7]1[CH:8]=[CH:9][C:10]([C:11]([NH:13][CH2:14][C:15]2[S:16][C:17]([S:2]([Cl:1])(=[O:5])=[O:3])=[CH:18][CH:19]=2)=[O:12])=[CH:20][CH:21]=1. The yield is 0.630. (3) The reactants are [NH2:1][CH2:2][CH2:3][CH2:4][NH:5][C:6](=[O:12])[O:7][C:8]([CH3:11])([CH3:10])[CH3:9].Cl[C:14]1[C:19]([N+:20]([O-:22])=[O:21])=[CH:18][CH:17]=[CH:16][C:15]=1[N+:23]([O-:25])=[O:24].C(N(CC)CC)C. The catalyst is O1CCCC1.C(OCC)(=O)C. The product is [N+:20]([C:19]1[CH:18]=[CH:17][CH:16]=[C:15]([N+:23]([O-:25])=[O:24])[C:14]=1[NH:1][CH2:2][CH2:3][CH2:4][NH:5][C:6](=[O:12])[O:7][C:8]([CH3:9])([CH3:11])[CH3:10])([O-:22])=[O:21]. The yield is 0.995. (4) The reactants are [N:1]([C:4]1[CH:9]=[CH:8][C:7]([C:10]2([OH:28])[C:18]3[C:13](=[CH:14][CH:15]=[CH:16][CH:17]=3)[C:12](=[O:19])[N:11]2[C:20]2[CH:25]=[CH:24][CH:23]=[C:22]([Cl:26])[C:21]=2[F:27])=[CH:6][C:5]=1[N+:29]([O-])=O)=[N+]=[N-].O1CCCC1.O.C([O-])=O.[NH4+]. The catalyst is C(OCC)(=O)C.[Fe]. The product is [Cl:26][C:22]1[C:21]([F:27])=[C:20]([N:11]2[C:10]([C:7]3[CH:8]=[CH:9][C:4]([NH2:1])=[C:5]([NH2:29])[CH:6]=3)([OH:28])[C:18]3[C:13](=[CH:14][CH:15]=[CH:16][CH:17]=3)[C:12]2=[O:19])[CH:25]=[CH:24][CH:23]=1. The yield is 0.560. (5) The reactants are [I:1][C:2]1[C:6]2[N:7]=[C:8]([NH:11][C:12]3[CH:17]=[CH:16][C:15]([O:18][CH2:19][CH2:20][O:21][CH3:22])=[CH:14][CH:13]=3)[N:9]=[CH:10][C:5]=2[NH:4][N:3]=1.C([O-])([O-])=O.[Cs+].[Cs+].[CH3:29][Si:30]([CH2:33][CH2:34][O:35][CH2:36]Cl)([CH3:32])[CH3:31]. The catalyst is CN(C=O)C. The product is [I:1][C:2]1[C:6]2[N:7]=[C:8]([NH:11][C:12]3[CH:13]=[CH:14][C:15]([O:18][CH2:19][CH2:20][O:21][CH3:22])=[CH:16][CH:17]=3)[N:9]=[CH:10][C:5]=2[N:4]([CH2:36][O:35][CH2:34][CH2:33][Si:30]([CH3:32])([CH3:31])[CH3:29])[N:3]=1. The yield is 0.860. (6) The reactants are CC1(C)C(C)(C)OB([C:9]2[CH:14]=[CH:13][N:12]=[C:11]([NH:15][C:16]([CH:18]3[CH2:20][CH2:19]3)=[O:17])[CH:10]=2)O1.Br[C:23]1[C:24]([C:31]2[CH:36]=[CH:35][C:34]([F:37])=[CH:33][CH:32]=2)=[N:25][N:26]2[CH2:30][CH2:29][O:28][C:27]=12.C(=O)([O-])[O-].[Na+].[Na+]. The catalyst is O1CCOCC1.C1CCC(P(C2CCCCC2)C2CCCCC2)CC1.C1CCC(P(C2CCCCC2)C2CCCCC2)CC1.[Cl-].[Cl-].[Pd+2]. The product is [F:37][C:34]1[CH:33]=[CH:32][C:31]([C:24]2[C:23]([C:9]3[CH:14]=[CH:13][N:12]=[C:11]([NH:15][C:16]([CH:18]4[CH2:19][CH2:20]4)=[O:17])[CH:10]=3)=[C:27]3[O:28][CH2:29][CH2:30][N:26]3[N:25]=2)=[CH:36][CH:35]=1. The yield is 0.610.